Dataset: Reaction yield outcomes from USPTO patents with 853,638 reactions. Task: Predict the reaction yield, written as a fraction of the theoretical maximum amount of product (1.0 means a 100% yield; for example, 0.34 means a 34% yield). The reactants are [H-].[Na+].O1CCCC1.[Cl:8][C:9]1[CH:14]=[CH:13][C:12]([S:15]([CH:18]([C:29]2[CH:34]=[C:33]([F:35])[CH:32]=[CH:31][C:30]=2[F:36])[CH2:19][CH2:20][CH2:21][NH:22][C:23](=[O:28])[O:24][CH2:25][CH2:26]I)(=[O:17])=[O:16])=[CH:11][CH:10]=1.O. The catalyst is C(OCC)(=O)C.CCCCCC.CCCCCC. The product is [Cl:8][C:9]1[CH:14]=[CH:13][C:12]([S:15]([CH:18]([C:29]2[CH:34]=[C:33]([F:35])[CH:32]=[CH:31][C:30]=2[F:36])[CH2:19][CH2:20][CH2:21][N:22]2[CH2:26][CH2:25][O:24][C:23]2=[O:28])(=[O:17])=[O:16])=[CH:11][CH:10]=1. The yield is 0.430.